From a dataset of Full USPTO retrosynthesis dataset with 1.9M reactions from patents (1976-2016). Predict the reactants needed to synthesize the given product. (1) The reactants are: [C:1]1([CH3:10])[CH:6]=[CH:5][C:4]([C:7](O)=[O:8])=[CH:3][CH:2]=1.C(Cl)(=O)C([Cl:14])=O. Given the product [CH3:10][C:1]1[CH:6]=[CH:5][C:4]([C:7]([Cl:14])=[O:8])=[CH:3][CH:2]=1, predict the reactants needed to synthesize it. (2) Given the product [C:1]([O:5][C:6](=[O:7])[NH:8][C@H:9]([CH2:14][C:15]1[C:23]2[C:18](=[CH:19][CH:20]=[CH:21][CH:22]=2)[NH:17][CH:16]=1)[CH2:10][CH2:11][OH:12])([CH3:4])([CH3:2])[CH3:3], predict the reactants needed to synthesize it. The reactants are: [C:1]([O:5][C:6]([NH:8][C@H:9]([CH2:14][C:15]1[C:23]2[C:18](=[CH:19][CH:20]=[CH:21][CH:22]=2)[NH:17][CH:16]=1)[CH2:10][C:11](O)=[O:12])=[O:7])([CH3:4])([CH3:3])[CH3:2].CN1CCOCC1.[BH4-].[Li+].Cl. (3) Given the product [Cl:3][C:4]1[C:9]([C:10]2[N:14]=[C:13]([C:15]3[CH:20]=[CH:19][C:18]([O:21][CH:22]([CH3:24])[CH3:23])=[C:17]([C:25]#[N:26])[CH:16]=3)[O:12][N:11]=2)=[CH:8][CH:7]=[CH:6][C:5]=1[CH2:27][CH2:28][CH2:29][C:30]([OH:32])=[O:31], predict the reactants needed to synthesize it. The reactants are: [OH-].[Na+].[Cl:3][C:4]1[C:9]([C:10]2[N:14]=[C:13]([C:15]3[CH:20]=[CH:19][C:18]([O:21][CH:22]([CH3:24])[CH3:23])=[C:17]([C:25]#[N:26])[CH:16]=3)[O:12][N:11]=2)=[CH:8][CH:7]=[CH:6][C:5]=1[CH2:27][CH2:28][CH2:29][C:30]([O:32]CC)=[O:31].Cl. (4) Given the product [CH3:1][CH2:2][CH2:3][CH2:4][CH:5]([OH:12])/[CH:6]=[CH:7]/[CH:8]=[CH:9]/[CH:10]=[CH2:11], predict the reactants needed to synthesize it. The reactants are: [CH3:1][CH2:2][CH2:3][CH2:4][C:5](=[O:12])/[CH:6]=[CH:7]/[CH:8]=[CH:9]/[CH:10]=[CH2:11].[Cl-].[Cl-].[Cl-].[Ce+3].[BH4-].[Na+].[NH4+].[Cl-]. (5) Given the product [C:12]([O:11][C:9]([N:16]1[CH2:21][CH2:20][CH:19]([C:22]([OH:24])=[O:23])[CH2:18][CH2:17]1)=[O:10])([CH3:13])([CH3:14])[CH3:15], predict the reactants needed to synthesize it. The reactants are: [C:9](O[C:9]([O:11][C:12]([CH3:15])([CH3:14])[CH3:13])=[O:10])([O:11][C:12]([CH3:15])([CH3:14])[CH3:13])=[O:10].[NH:16]1[CH2:21][CH2:20][CH:19]([C:22]([OH:24])=[O:23])[CH2:18][CH2:17]1.C(=O)([O-])[O-].[Na+].[Na+].O1CCOCC1. (6) Given the product [CH3:29][N:28]([CH3:30])[C:21]1[CH:22]=[CH:23][CH:24]=[C:25]([O:26][CH3:27])[C:20]=1[CH2:19][N:16]1[CH2:17][CH2:18][CH:13]([NH:12][C:10]2[C:9]3[C:4](=[CH:5][CH:6]=[CH:7][CH:8]=3)[N:3]=[C:2]([NH:31][CH2:32][CH2:33][CH2:34][P:35](=[O:42])([O:36][CH2:37][CH3:38])[O:39][CH2:40][CH3:41])[N:11]=2)[CH2:14][CH2:15]1, predict the reactants needed to synthesize it. The reactants are: Cl[C:2]1[N:11]=[C:10]([NH:12][CH:13]2[CH2:18][CH2:17][N:16]([CH2:19][C:20]3[C:25]([O:26][CH3:27])=[CH:24][CH:23]=[CH:22][C:21]=3[N:28]([CH3:30])[CH3:29])[CH2:15][CH2:14]2)[C:9]2[C:4](=[CH:5][CH:6]=[CH:7][CH:8]=2)[N:3]=1.[NH2:31][CH2:32][CH2:33][CH2:34][P:35](=[O:42])([O:39][CH2:40][CH3:41])[O:36][CH2:37][CH3:38]. (7) Given the product [CH3:15][N:16]1[CH2:21][CH2:20][N:19]([C:2]2[CH:7]=[CH:6][C:5]([N+:8]([O-:10])=[O:9])=[CH:4][C:3]=2[C:11]([F:14])([F:13])[F:12])[CH2:18][CH2:17]1, predict the reactants needed to synthesize it. The reactants are: F[C:2]1[CH:7]=[CH:6][C:5]([N+:8]([O-:10])=[O:9])=[CH:4][C:3]=1[C:11]([F:14])([F:13])[F:12].[CH3:15][N:16]1[CH2:21][CH2:20][NH:19][CH2:18][CH2:17]1. (8) Given the product [C:10]([NH:14]/[N:15]=[C:2](\[CH3:4])/[C:1]([O:6][CH2:7][CH3:8])=[O:5])([CH3:13])([CH3:12])[CH3:11], predict the reactants needed to synthesize it. The reactants are: [C:1]([O:6][CH2:7][CH3:8])(=[O:5])[C:2]([CH3:4])=O.Cl.[C:10]([NH:14][NH2:15])([CH3:13])([CH3:12])[CH3:11].C(N(CC)C(C)C)(C)C. (9) Given the product [CH:1]1(/[CH:7]=[N:15]/[S@@:13]([C:10]([CH3:12])([CH3:11])[CH3:9])=[O:14])[CH2:6][CH2:5][CH2:4][CH2:3][CH2:2]1, predict the reactants needed to synthesize it. The reactants are: [CH:1]1([CH:7]=O)[CH2:6][CH2:5][CH2:4][CH2:3][CH2:2]1.[CH3:9][C:10]([S@:13]([NH2:15])=[O:14])([CH3:12])[CH3:11].CC1C=CC(S([O-])(=O)=O)=CC=1.C1C=C[NH+]=CC=1. (10) The reactants are: [CH3:1][C:2]1[CH:3]=[CH:4][C:5]([CH3:8])=[CH:6][CH:7]=1.C(O[O:14][C:15]([CH3:18])(C)C)(C)(C)C.[C]=O.[CH2:21]([OH:23])C. Given the product [CH3:1][C:2]1[CH:7]=[CH:6][C:5]([CH2:8][C:21]([O:14][CH2:15][CH3:18])=[O:23])=[CH:4][CH:3]=1, predict the reactants needed to synthesize it.